Dataset: Catalyst prediction with 721,799 reactions and 888 catalyst types from USPTO. Task: Predict which catalyst facilitates the given reaction. Reactant: Cl[CH2:2][C:3]1[C:4]([C:9]2[CH:14]=[CH:13][C:12]([C:15]#[N:16])=[CH:11][CH:10]=2)=[N:5][O:6][C:7]=1[CH3:8].[NH3:17]. Product: [NH2:17][CH2:2][C:3]1[C:4]([C:9]2[CH:14]=[CH:13][C:12]([C:15]#[N:16])=[CH:11][CH:10]=2)=[N:5][O:6][C:7]=1[CH3:8]. The catalyst class is: 12.